The task is: Predict which catalyst facilitates the given reaction.. This data is from Catalyst prediction with 721,799 reactions and 888 catalyst types from USPTO. Reactant: [CH3:1][N+:2]1[CH:3]=[C:4]2[C:9]([O:10][CH3:11])=[C:8]([O:12][CH3:13])[CH:7]=[CH:6][C:5]2=[C:14]2[CH:23]=[CH:22][C:21]3[CH:20]=[C:19]4[O:24][CH2:25][O:26][C:18]4=[CH:17][C:16]=3[C:15]=12.C([O-])(=O)C.[Na+].[I:32]I. Product: [CH3:1][N+:2]1[CH:3]=[C:4]2[C:9]([O:10][CH3:11])=[C:8]([O:12][CH3:13])[CH:7]=[CH:6][C:5]2=[C:14]2[CH:23]=[CH:22][C:21]3[CH:20]=[C:19]4[O:24][CH2:25][O:26][C:18]4=[CH:17][C:16]=3[C:15]=12.[I-:32]. The catalyst class is: 8.